This data is from CYP1A2 inhibition data for predicting drug metabolism from PubChem BioAssay. The task is: Regression/Classification. Given a drug SMILES string, predict its absorption, distribution, metabolism, or excretion properties. Task type varies by dataset: regression for continuous measurements (e.g., permeability, clearance, half-life) or binary classification for categorical outcomes (e.g., BBB penetration, CYP inhibition). Dataset: cyp1a2_veith. (1) The molecule is COCCn1c(=O)c(-c2cccs2)nc2cnc(N3CCN(C)CC3)nc21. The result is 1 (inhibitor). (2) The result is 0 (non-inhibitor). The compound is O=C(N/N=C1/C[C@@H](O)[C@@H](O)[C@H]2[C@@H]1CC[C@@H]1C(=O)N(C3CCCCC3)C(=O)[C@H]12)OCc1ccccc1. (3) The drug is COC(=O)C1=C(C)NC(C)=C(C(=O)OCCCN2CCC(c3ccccc3)(c3ccccc3)CC2)[C@H]1c1cccc([N+](=O)[O-])c1. The result is 0 (non-inhibitor).